Regression. Given two drug SMILES strings and cell line genomic features, predict the synergy score measuring deviation from expected non-interaction effect. From a dataset of NCI-60 drug combinations with 297,098 pairs across 59 cell lines. (1) Drug 1: CC(C)(C1=NC(=CC=C1)N2C3=NC(=NC=C3C(=O)N2CC=C)NC4=CC=C(C=C4)N5CCN(CC5)C)O. Drug 2: C1=CC(=C(C=C1I)F)NC2=C(C=CC(=C2F)F)C(=O)NOCC(CO)O. Cell line: SW-620. Synergy scores: CSS=69.0, Synergy_ZIP=-1.77, Synergy_Bliss=-2.62, Synergy_Loewe=1.90, Synergy_HSA=5.39. (2) Drug 1: C1CN(CCN1C(=O)CCBr)C(=O)CCBr. Drug 2: B(C(CC(C)C)NC(=O)C(CC1=CC=CC=C1)NC(=O)C2=NC=CN=C2)(O)O. Cell line: MCF7. Synergy scores: CSS=39.8, Synergy_ZIP=-11.7, Synergy_Bliss=-3.52, Synergy_Loewe=-1.85, Synergy_HSA=0.841.